This data is from NCI-60 drug combinations with 297,098 pairs across 59 cell lines. The task is: Regression. Given two drug SMILES strings and cell line genomic features, predict the synergy score measuring deviation from expected non-interaction effect. Drug 1: CC1=CC=C(C=C1)C2=CC(=NN2C3=CC=C(C=C3)S(=O)(=O)N)C(F)(F)F. Drug 2: C1C(C(OC1N2C=NC3=C2NC=NCC3O)CO)O. Cell line: SF-539. Synergy scores: CSS=-2.17, Synergy_ZIP=0.665, Synergy_Bliss=-2.98, Synergy_Loewe=-7.02, Synergy_HSA=-6.22.